From a dataset of Full USPTO retrosynthesis dataset with 1.9M reactions from patents (1976-2016). Predict the reactants needed to synthesize the given product. Given the product [CH2:40]([C:43]1[C:52]([Cl:53])=[CH:51][C:46]([C:47]2[N:49]=[C:15]([C:13]3[N:14]=[C:3]4[C:2]([Cl:1])=[CH:7][C:6]([C:8]([F:9])([F:10])[F:11])=[CH:5][N:4]4[CH:12]=3)[O:17][N:48]=2)=[C:45]([Cl:54])[CH:44]=1)[CH:41]=[CH2:42], predict the reactants needed to synthesize it. The reactants are: [Cl:1][C:2]1[C:3]2[N:4]([CH:12]=[C:13]([C:15]([OH:17])=O)[N:14]=2)[CH:5]=[C:6]([C:8]([F:11])([F:10])[F:9])[CH:7]=1.CCN=C=NCCCN(C)C.Cl.C1C=CC2N(O)N=NC=2C=1.[CH2:40]([C:43]1[C:52]([Cl:53])=[CH:51][C:46]([C:47](=[N:49]O)[NH2:48])=[C:45]([Cl:54])[CH:44]=1)[CH:41]=[CH2:42].